Task: Predict which catalyst facilitates the given reaction.. Dataset: Catalyst prediction with 721,799 reactions and 888 catalyst types from USPTO (1) Reactant: [Br:1][C:2]1[CH:11]=[CH:10][C:9]2[C:4](=[CH:5][CH:6]=[CH:7][CH:8]=2)[C:3]=1[OH:12].[OH-].[K+].[CH3:15]I. Product: [Br:1][C:2]1[CH:11]=[CH:10][C:9]2[C:4](=[CH:5][CH:6]=[CH:7][CH:8]=2)[C:3]=1[O:12][CH3:15]. The catalyst class is: 10. (2) Reactant: [C:1](Cl)(=[O:5])C(Cl)=O.[Cl:7][C:8]1[CH:16]=[CH:15][C:14]([C:17]2[CH:22]=[CH:21][CH:20]=[CH:19][N:18]=2)=[CH:13][C:9]=1[C:10]([NH2:12])=[O:11].I[CH2:24][CH2:25][CH2:26][S:27]([C:30]1[CH:39]=[CH:38][C:33]2[N:34]=[C:35]([NH2:37])[S:36][C:32]=2[CH:31]=1)(=[O:29])=[O:28].[CH3:40][N:41]1[CH2:46][CH2:45][NH:44][CH2:43][CH2:42]1. Product: [Cl:7][C:8]1[CH:16]=[CH:15][C:14]([C:17]2[CH:22]=[CH:21][CH:20]=[CH:19][N:18]=2)=[CH:13][C:9]=1[C:10]([NH:12][C:1](=[O:5])[NH:37][C:35]1[S:36][C:32]2[CH:31]=[C:30]([S:27]([CH2:26][CH2:25][CH2:24][N:44]3[CH2:45][CH2:46][N:41]([CH3:40])[CH2:42][CH2:43]3)(=[O:29])=[O:28])[CH:39]=[CH:38][C:33]=2[N:34]=1)=[O:11]. The catalyst class is: 1. (3) Reactant: [Cl:1][C:2]1[CH:3]=[C:4]([CH2:18][OH:19])[CH:5]=[N:6][C:7]=1[NH:8][CH2:9][CH2:10][O:11][C:12]1[CH:17]=[CH:16][CH:15]=[CH:14][CH:13]=1. Product: [Cl:1][C:2]1[C:7]([NH:8][CH2:9][CH2:10][O:11][C:12]2[CH:17]=[CH:16][CH:15]=[CH:14][CH:13]=2)=[N:6][CH:5]=[C:4]([CH:3]=1)[CH:18]=[O:19]. The catalyst class is: 703. (4) Reactant: [Cl:1][C:2]1[CH:7]=[C:6]([Cl:8])[CH:5]=[CH:4][C:3]=1[C@H:9]([N:11]1[C:19]2[C:14](=[CH:15][CH:16]=[C:17]([C:20]3[CH2:21][CH2:22][NH:23][CH2:24][CH:25]=3)[CH:18]=2)[CH:13]=[N:12]1)[CH3:10].C(OC([N:33]1[CH2:37][CH2:36][CH2:35][C@@H:34]1[C:38](O)=[O:39])=O)(C)(C)C.CN(C(ON1N=NC2C=CC=NC1=2)=[N+](C)C)C.F[P-](F)(F)(F)(F)F.CCN(CC)CC. Product: [Cl:1][C:2]1[CH:7]=[C:6]([Cl:8])[CH:5]=[CH:4][C:3]=1[C@H:9]([N:11]1[C:19]2[C:14](=[CH:15][CH:16]=[C:17]([C:20]3[CH2:21][CH2:22][N:23]([C:38]([C@H:34]4[CH2:35][CH2:36][CH2:37][NH:33]4)=[O:39])[CH2:24][CH:25]=3)[CH:18]=2)[CH:13]=[N:12]1)[CH3:10]. The catalyst class is: 4. (5) Reactant: [C:1]([O:4][C@@H:5]1[CH2:10][C@H:9]([OH:11])[CH2:8][C@H:7]([O:12][Si:13]([C:16]([CH3:19])([CH3:18])[CH3:17])([CH3:15])[CH3:14])[CH2:6]1)(=[O:3])[CH3:2].C1(P(C2C=CC=CC=2)C2C=CC=CC=2)C=CC=CC=1.N(C(OC(C)C)=O)=NC(OC(C)C)=O.[C:53](O)(=[O:58])[C:54]([CH3:57])([CH3:56])[CH3:55]. Product: [C:1]([O:4][C@H:5]1[CH2:6][C@H:7]([O:12][Si:13]([C:16]([CH3:19])([CH3:18])[CH3:17])([CH3:15])[CH3:14])[CH2:8][C@H:9]([O:11][C:53](=[O:58])[C:54]([CH3:57])([CH3:56])[CH3:55])[CH2:10]1)(=[O:3])[CH3:2]. The catalyst class is: 1. (6) Reactant: [F:1][C:2]1[C:9]([I:10])=[C:8]([CH3:11])[CH:7]=[CH:6][C:3]=1[CH:4]=O.Cl.[NH2:13][OH:14].O. Product: [F:1][C:2]1[C:9]([I:10])=[C:8]([CH3:11])[CH:7]=[CH:6][C:3]=1[CH:4]=[N:13][OH:14]. The catalyst class is: 8. (7) The catalyst class is: 3. Product: [CH3:45][O:44][C:42](=[O:43])[C:41]1[CH:46]=[CH:47][C:48]([NH2:49])=[C:39]([NH:38][C:13](=[O:15])[CH2:12][CH2:11][CH2:10][CH2:9][NH:8][C:6]([O:5][C:1]([CH3:2])([CH3:3])[CH3:4])=[O:7])[CH:40]=1. Reactant: [C:1]([O:5][C:6]([NH:8][CH2:9][CH2:10][CH2:11][CH2:12][C:13]([OH:15])=O)=[O:7])([CH3:4])([CH3:3])[CH3:2].CCN=C=NCCCN(C)C.Cl.C1C=CC2N(O)N=NC=2C=1.[NH2:38][C:39]1[CH:40]=[C:41]([CH:46]=[CH:47][C:48]=1[NH2:49])[C:42]([O:44][CH3:45])=[O:43]. (8) Reactant: Cl[C:2]1[N:3]=[C:4]([N:21]2[CH2:26][CH2:25][CH:24]([CH2:27][NH:28]C(=O)OC(C)(C)C)[CH2:23][CH2:22]2)[C:5]2[CH:10]=[CH:9][N:8]([S:11]([C:14]3[CH:20]=[CH:19][C:17]([CH3:18])=[CH:16][CH:15]=3)(=[O:13])=[O:12])[C:6]=2[N:7]=1.[NH2:36][C:37]1[CH:42]=[CH:41][C:40]([N:43]2[CH2:48][CH2:47][N:46]([C:49](=[O:51])[CH3:50])[CH2:45][CH2:44]2)=[CH:39][CH:38]=1.C[Si](Cl)(C)C. Product: [NH2:28][CH2:27][CH:24]1[CH2:25][CH2:26][N:21]([C:4]2[C:5]3[CH:10]=[CH:9][N:8]([S:11]([C:14]4[CH:15]=[CH:16][C:17]([CH3:18])=[CH:19][CH:20]=4)(=[O:13])=[O:12])[C:6]=3[N:7]=[C:2]([NH:36][C:37]3[CH:38]=[CH:39][C:40]([N:43]4[CH2:44][CH2:45][N:46]([C:49](=[O:51])[CH3:50])[CH2:47][CH2:48]4)=[CH:41][CH:42]=3)[N:3]=2)[CH2:22][CH2:23]1. The catalyst class is: 114. (9) Reactant: [Br:1][C:2]1[S:3][C:4]([CH3:11])=[C:5]([C:7](OC)=[O:8])[N:6]=1.CO.[BH4-].[Li+]. Product: [Br:1][C:2]1[S:3][C:4]([CH3:11])=[C:5]([CH2:7][OH:8])[N:6]=1. The catalyst class is: 7.